From a dataset of Catalyst prediction with 721,799 reactions and 888 catalyst types from USPTO. Predict which catalyst facilitates the given reaction. (1) Reactant: C1(C2C=CC=CC=2)C=CC(C[C@@H](NC(=O)[CH2:9][CH2:10][C:11](OCCBr)=[O:12])[CH2:9][C@@H:10](C)[C:11](O)=[O:12])=CC=1.[C:32]1([C:54]2[CH:59]=[CH:58][CH:57]=[CH:56][CH:55]=2)[CH:37]=[CH:36][C:35]([CH2:38][C@@H:39]([NH:46][C:47](OC(C)(C)C)=[O:48])[CH2:40][C@@H:41]([CH3:45])[C:42]([OH:44])=[O:43])=[CH:34][CH:33]=1.Br[CH2:61][CH2:62]OC(=O)CCC(=O)C.C(=O)([O-])[O-].[Cs+].[Cs+]. Product: [CH2:61]([O:44][C:42](=[O:43])[C@H:41]([CH3:45])[CH2:40][C@H:39]([N:46]1[C:47](=[O:48])[CH2:9][CH2:10][C:11]1=[O:12])[CH2:38][C:35]1[CH:36]=[CH:37][C:32]([C:54]2[CH:55]=[CH:56][CH:57]=[CH:58][CH:59]=2)=[CH:33][CH:34]=1)[CH3:62]. The catalyst class is: 248. (2) Reactant: [CH:1]1([NH:7][C:8]2[C:9]3[CH:19]=[CH:18][NH:17][C:10]=3[N:11]=[CH:12][C:13]=2[N+:14]([O-])=O)[CH2:6][CH2:5][CH2:4][CH2:3][CH2:2]1.O.O.[Sn](Cl)Cl. Product: [CH:1]1([NH:7][C:8]2[C:13]([NH2:14])=[CH:12][N:11]=[C:10]3[NH:17][CH:18]=[CH:19][C:9]=23)[CH2:2][CH2:3][CH2:4][CH2:5][CH2:6]1. The catalyst class is: 14. (3) Reactant: [Cl:1][C:2]1[CH:7]=[CH:6][C:5]([N:8]2[CH2:17][C:16]3[C:12]4=[C:13]([C:27](=[O:31])[N:28]([CH3:30])[CH:29]=[C:11]4[C:10]4[CH:32]=[CH:33][CH:34]=[CH:35][C:9]2=4)[NH:14][C:15]=3[C:18]([N:20]2[CH2:25][CH2:24][N:23]([CH3:26])[CH2:22][CH2:21]2)=O)=[CH:4][CH:3]=1. Product: [Cl:1][C:2]1[CH:7]=[CH:6][C:5]([N:8]2[CH2:17][C:16]3[C:12]4=[C:13]([C:27](=[O:31])[N:28]([CH3:30])[CH:29]=[C:11]4[C:10]4[CH:32]=[CH:33][CH:34]=[CH:35][C:9]2=4)[NH:14][C:15]=3[CH2:18][N:20]2[CH2:25][CH2:24][N:23]([CH3:26])[CH2:22][CH2:21]2)=[CH:4][CH:3]=1. The catalyst class is: 7. (4) Reactant: COC1C=CC(C[N:8]2[C:16]3[C:15](=[O:17])[N:14]([CH2:18][C:19]4[N:28]=[C:27]([CH3:29])[C:26]5[C:21](=[CH:22][CH:23]=[CH:24][CH:25]=5)[N:20]=4)[C:13]4=[N:30][CH2:31][CH2:32][N:12]4[C:11]=3[N:10]=[CH:9]2)=CC=1.C1C(=O)N([Br:42])C(=O)C1. Product: [Br:42][C:9]1[NH:8][C:16]2[C:15](=[O:17])[N:14]([CH2:18][C:19]3[N:28]=[C:27]([CH3:29])[C:26]4[C:21](=[CH:22][CH:23]=[CH:24][CH:25]=4)[N:20]=3)[C:13]3=[N:30][CH2:31][CH2:32][N:12]3[C:11]=2[N:10]=1. The catalyst class is: 23. (5) Product: [C:1]([O:5][C:6]([N:8]1[CH2:12][CH2:11][CH2:10][C@H:9]1[C:13]#[CH:15])=[O:7])([CH3:4])([CH3:3])[CH3:2]. The catalyst class is: 2. Reactant: [C:1]([O:5][C:6]([N:8]1[CH2:12][CH2:11][CH2:10][C@H:9]1[CH:13]=O)=[O:7])([CH3:4])([CH3:3])[CH3:2].[C:15](Br)(Br)(Br)Br.C1(P(C2C=CC=CC=2)C2C=CC=CC=2)C=CC=CC=1. (6) Reactant: [OH:1][C@@H:2]1[C@@H:7]([CH2:8]OS(C2C=CC(C)=CC=2)(=O)=O)[CH2:6][CH2:5][N:4]([C:20]([O:22][C:23]([CH3:26])([CH3:25])[CH3:24])=[O:21])[CH2:3]1.[CH2:27]([NH2:34])[C:28]1[CH:33]=[CH:32][CH:31]=[CH:30][CH:29]=1. Product: [OH:1][C@@H:2]1[C@@H:7]([CH2:8][NH:34][CH2:27][C:28]2[CH:33]=[CH:32][CH:31]=[CH:30][CH:29]=2)[CH2:6][CH2:5][N:4]([C:20]([O:22][C:23]([CH3:24])([CH3:25])[CH3:26])=[O:21])[CH2:3]1. The catalyst class is: 1.